From a dataset of Reaction yield outcomes from USPTO patents with 853,638 reactions. Predict the reaction yield, written as a fraction of the theoretical maximum amount of product (1.0 means a 100% yield; for example, 0.34 means a 34% yield). (1) The reactants are [CH3:1][O:2][C:3]([C:5]1[S:6][C:7]([C:18]2(O)[CH2:23][CH2:22][CH2:21][CH2:20][CH2:19]2)=[CH:8][C:9]=1[NH:10]C(OC(C)(C)C)=O)=[O:4].FC(F)(F)C(O)=O. The catalyst is ClCCl. The product is [CH3:1][O:2][C:3]([C:5]1[S:6][C:7]([C:18]2[CH2:23][CH2:22][CH2:21][CH2:20][CH:19]=2)=[CH:8][C:9]=1[NH2:10])=[O:4]. The yield is 0.760. (2) The reactants are [Cl:1][C:2]1[C:3]2[CH:10]=[CH:9][N:8]([C@@H:11]3[CH2:16][CH2:15][CH2:14][N:13]([C:17]([O:19][C:20]([CH3:23])([CH3:22])[CH3:21])=[O:18])[CH2:12]3)[C:4]=2[N:5]=[CH:6][N:7]=1.C1C(=O)N([I:31])C(=O)C1.O. The catalyst is CN(C=O)C. The product is [Cl:1][C:2]1[C:3]2[C:10]([I:31])=[CH:9][N:8]([C@@H:11]3[CH2:16][CH2:15][CH2:14][N:13]([C:17]([O:19][C:20]([CH3:23])([CH3:22])[CH3:21])=[O:18])[CH2:12]3)[C:4]=2[N:5]=[CH:6][N:7]=1. The yield is 0.860. (3) The reactants are [CH3:1][C:2]1[CH:7]=[C:6]([CH3:8])[N:5]=[C:4]([NH:9][C:10]2[CH:15]=[CH:14][C:13]([CH2:16][CH2:17][NH:18][C:19]([NH:21][S:22]([C:25]3[CH:30]=[CH:29][C:28]([CH3:31])=[CH:27][CH:26]=3)(=[O:24])=[O:23])=[O:20])=[CH:12][CH:11]=2)[C:3]=1[N+:32]([O-])=O.[H][H]. The catalyst is CO.[Pd]. The product is [NH2:32][C:3]1[C:4]([NH:9][C:10]2[CH:15]=[CH:14][C:13]([CH2:16][CH2:17][NH:18][C:19]([NH:21][S:22]([C:25]3[CH:26]=[CH:27][C:28]([CH3:31])=[CH:29][CH:30]=3)(=[O:24])=[O:23])=[O:20])=[CH:12][CH:11]=2)=[N:5][C:6]([CH3:8])=[CH:7][C:2]=1[CH3:1]. The yield is 0.850. (4) The reactants are [OH:1][C:2]1[C:3]([CH:8]=O)=[N:4][CH:5]=[CH:6][CH:7]=1.[Cl:10][C:11]1[CH:12]=[C:13]([CH:15]=[CH:16][C:17]=1[F:18])[NH2:14].[Si]([C:23]#[N:24])(C)(C)C. The catalyst is CC#N. The product is [Cl:10][C:11]1[CH:12]=[C:13]([NH:14][C:8]2[C:3]3=[N:4][CH:5]=[CH:6][CH:7]=[C:2]3[O:1][C:23]=2[NH2:24])[CH:15]=[CH:16][C:17]=1[F:18]. The yield is 0.390. (5) The catalyst is C1COCC1. The product is [CH3:40][O:32][CH:31]([C:33]1[CH:38]=[CH:37][CH:36]=[CH:35][CH:34]=1)[CH2:30][N:12]([CH3:11])[CH2:13][C:14]1[CH:15]=[CH:16][C:17]([C:20]2[CH:25]=[CH:24][CH:23]=[CH:22][C:21]=2[C:26]([F:28])([F:29])[F:27])=[CH:18][CH:19]=1. The yield is 0.170. The reactants are C[Si]([N-][Si](C)(C)C)(C)C.[K+].[CH3:11][N:12]([CH2:30][CH:31]([C:33]1[CH:38]=[CH:37][CH:36]=[CH:35][CH:34]=1)[OH:32])[CH2:13][C:14]1[CH:19]=[CH:18][C:17]([C:20]2[CH:25]=[CH:24][CH:23]=[CH:22][C:21]=2[C:26]([F:29])([F:28])[F:27])=[CH:16][CH:15]=1.I[CH3:40]. (6) The reactants are [CH3:1][O:2][C:3]1[CH:4]=[C:5]2[C:10](=O)[NH:9][C:7](=O)[C:6]2=[CH:12][CH:13]=1.B.CO.Cl. The catalyst is O1CCCC1. The product is [CH3:1][O:2][C:3]1[CH:4]=[C:5]2[C:6](=[CH:12][CH:13]=1)[CH2:7][NH:9][CH2:10]2. The yield is 0.470. (7) The product is [NH:7]1[C:8]2[C:13](=[CH:12][CH:11]=[CH:10][CH:9]=2)[C:5]([CH2:4][C@:3]([CH3:17])([NH:2][C:19]2[S:20][CH:21]=[C:22]([C:24]3[CH:29]=[CH:28][C:27]([N+:30]([O-:32])=[O:31])=[CH:26][CH:25]=3)[N:23]=2)[C:14]([NH:78][CH2:77][C:71]2([C:68]3[CH:67]=[CH:66][C:65]([O:64][CH3:63])=[CH:70][N:69]=3)[CH2:72][CH2:73][CH2:74][CH2:75][CH2:76]2)=[O:16])=[CH:6]1. The yield is 0.0200. The reactants are S[NH:2][C@:3]([CH3:17])([C:14]([OH:16])=O)[CH2:4][C:5]1[C:13]2[C:8](=[CH:9][CH:10]=[CH:11][CH:12]=2)[NH:7][CH:6]=1.Cl[C:19]1[S:20][CH:21]=[C:22]([C:24]2[CH:29]=[CH:28][C:27]([N+:30]([O-:32])=[O:31])=[CH:26][CH:25]=2)[N:23]=1.C([O-])([O-])=O.[K+].[K+].CN(C(ON1N=NC2C=CC=CC1=2)=[N+](C)C)C.F[P-](F)(F)(F)(F)F.[CH3:63][O:64][C:65]1[CH:66]=[CH:67][C:68]([C:71]2([CH2:77][NH2:78])[CH2:76][CH2:75][CH2:74][CH2:73][CH2:72]2)=[N:69][CH:70]=1. The catalyst is CN(C=O)C.[Cu]I. (8) The reactants are [N+:1]([C:4]1[CH:5]=[N:6][N:7]([CH2:9][C:10]([O:12][C:13]([CH3:16])([CH3:15])[CH3:14])=[O:11])[CH:8]=1)([O-])=O. The catalyst is [Pd].CO. The product is [NH2:1][C:4]1[CH:5]=[N:6][N:7]([CH2:9][C:10]([O:12][C:13]([CH3:16])([CH3:15])[CH3:14])=[O:11])[CH:8]=1. The yield is 0.990.